From a dataset of Catalyst prediction with 721,799 reactions and 888 catalyst types from USPTO. Predict which catalyst facilitates the given reaction. (1) Reactant: [NH2:1][CH2:2][CH:3]1[CH2:7][C:6]2[CH:8]=[C:9]([C:13]3[S:17][C:16]([C:18](=[O:20])[CH3:19])=[CH:15][CH:14]=3)[CH:10]=[C:11]([Cl:12])[C:5]=2[O:4]1.C(N(CC)CC)C.[C:28](Cl)(=[O:32])/[CH:29]=[CH:30]/[CH3:31].O. Product: [C:18]([C:16]1[S:17][C:13]([C:9]2[CH:10]=[C:11]([Cl:12])[C:5]3[O:4][CH:3]([CH2:2][NH:1][C:28](=[O:32])/[CH:29]=[CH:30]/[CH3:31])[CH2:7][C:6]=3[CH:8]=2)=[CH:14][CH:15]=1)(=[O:20])[CH3:19]. The catalyst class is: 2. (2) Reactant: [CH2:1]([O:8][C:9]1[CH:10]=[CH:11][C:12]([O:29][CH:30]([CH3:32])[CH3:31])=[C:13]([C:15]2[NH:28][C:18]3=[N:19][CH:20]=[C:21]([C:23]([O:25]CC)=[O:24])[CH:22]=[C:17]3[N:16]=2)[CH:14]=1)[C:2]1[CH:7]=[CH:6][CH:5]=[CH:4][CH:3]=1.[OH-].[Na+].Cl. Product: [CH2:1]([O:8][C:9]1[CH:10]=[CH:11][C:12]([O:29][CH:30]([CH3:32])[CH3:31])=[C:13]([C:15]2[NH:28][C:18]3=[N:19][CH:20]=[C:21]([C:23]([OH:25])=[O:24])[CH:22]=[C:17]3[N:16]=2)[CH:14]=1)[C:2]1[CH:7]=[CH:6][CH:5]=[CH:4][CH:3]=1. The catalyst class is: 8. (3) Reactant: [Cl:1][C:2]1[CH:7]=[CH:6][C:5]([N:8]2[C:12]([C:13]3[C:18]([F:19])=[CH:17][CH:16]=[CH:15][C:14]=3[F:20])=[CH:11][N:10]=[C:9]2[CH3:21])=[CH:4][CH:3]=1.[Cl:22]N1C(=O)CCC1=O. Product: [Cl:22][C:11]1[N:10]=[C:9]([CH3:21])[N:8]([C:5]2[CH:4]=[CH:3][C:2]([Cl:1])=[CH:7][CH:6]=2)[C:12]=1[C:13]1[C:18]([F:19])=[CH:17][CH:16]=[CH:15][C:14]=1[F:20]. The catalyst class is: 22. (4) Reactant: C[O:2][C:3](=O)[C:4]([NH2:13])([C:6]1[CH:11]=[CH:10][CH:9]=[C:8]([Br:12])[CH:7]=1)[CH3:5].[H-].[Al+3].[Li+].[H-].[H-].[H-].O. Product: [NH2:13][C:4]([C:6]1[CH:11]=[CH:10][CH:9]=[C:8]([Br:12])[CH:7]=1)([CH3:5])[CH2:3][OH:2]. The catalyst class is: 7. (5) Reactant: Br[C:2]1[CH:3]=[C:4]([CH3:12])[C:5]([NH:8]C(=O)C)=[N:6][CH:7]=1.[C:13]([O:17][C:18]([N:20]1[CH2:25][CH2:24][CH:23]([NH2:26])[CH2:22][CH2:21]1)=[O:19])([CH3:16])([CH3:15])[CH3:14].O(C(C)(C)C)[K].C1(P(C2CCCCC2)C2C=CC=CC=2C2C(C(C)C)=CC(C(C)C)=CC=2C(C)C)CCCCC1. Product: [C:13]([O:17][C:18]([N:20]1[CH2:25][CH2:24][CH:23]([NH:26][C:2]2[CH:7]=[N:6][C:5]([NH2:8])=[C:4]([CH3:12])[CH:3]=2)[CH2:22][CH2:21]1)=[O:19])([CH3:16])([CH3:14])[CH3:15]. The catalyst class is: 101. (6) Reactant: [Cl:1][C:2]1[N:7]=[C:6](Cl)[CH:5]=[C:4]([CH2:9][S:10]([C:13]2[S:14][CH:15]=[C:16]([CH3:18])[N:17]=2)(=[O:12])=[O:11])[N:3]=1.C(N(CC)CC)C.[CH3:26][C@H:27]1[CH2:32][O:31][CH2:30][CH2:29][NH:28]1.O. The catalyst class is: 2. Product: [Cl:1][C:2]1[N:7]=[C:6]([N:28]2[CH2:29][CH2:30][O:31][CH2:32][C@@H:27]2[CH3:26])[CH:5]=[C:4]([CH2:9][S:10]([C:13]2[S:14][CH:15]=[C:16]([CH3:18])[N:17]=2)(=[O:12])=[O:11])[N:3]=1. (7) Product: [C:1]([O:5][C:6](=[O:42])[N:7]([CH:8]([CH3:40])[C:9]([NH:11][C:12]1[CH:17]=[CH:16][C:15]([C:18]2[N:22]3[CH:23]=[CH:24][CH:25]=[CH:26][C:21]3=[N:20][C:19]=2[CH3:27])=[C:14]([C:28]#[CH:29])[N:13]=1)=[O:10])[CH3:41])([CH3:4])([CH3:3])[CH3:2]. Reactant: [C:1]([O:5][C:6](=[O:42])[N:7]([CH3:41])[CH:8]([CH3:40])[C:9]([NH:11][C:12]1[CH:17]=[CH:16][C:15]([C:18]2[N:22]3[CH:23]=[CH:24][CH:25]=[CH:26][C:21]3=[N:20][C:19]=2[CH3:27])=[C:14]([C:28]#[C:29][Si](C(C)C)(C(C)C)C(C)C)[N:13]=1)=[O:10])([CH3:4])([CH3:3])[CH3:2].C1COCC1.[F-].C([N+](CCCC)(CCCC)CCCC)CCC. The catalyst class is: 2. (8) Reactant: [CH3:1][O:2][C:3]1[CH:4]=[C:5]([C:15](=[O:17])[CH3:16])[CH:6]=[C:7]([S:9]([F:14])([F:13])([F:12])([F:11])[F:10])[CH:8]=1.[Br-:18].[Br-].[Br-].C1([N+](C)(C)C)C=CC=CC=1.C1([N+](C)(C)C)C=CC=CC=1.C1([N+](C)(C)C)C=CC=CC=1.O.C(=O)([O-])O.[Na+]. Product: [Br:18][CH2:16][C:15]([C:5]1[CH:6]=[C:7]([S:9]([F:10])([F:11])([F:12])([F:13])[F:14])[CH:8]=[C:3]([O:2][CH3:1])[CH:4]=1)=[O:17]. The catalyst class is: 1.